This data is from Forward reaction prediction with 1.9M reactions from USPTO patents (1976-2016). The task is: Predict the product of the given reaction. (1) Given the reactants [Cl:1][C:2]1[CH:7]=[CH:6][C:5]([C:8](=[O:22])[CH2:9][CH2:10][C:11]([C:13]2[CH:18]=[CH:17][C:16]([N+:19]([O-:21])=[O:20])=[CH:15][CH:14]=2)=[O:12])=[CH:4][C:3]=1[N+:23]([O-:25])=[O:24].[BH4-].[Na+], predict the reaction product. The product is: [Cl:1][C:2]1[CH:7]=[CH:6][C:5]([CH:8]([OH:22])[CH2:9][CH2:10][CH:11]([C:13]2[CH:14]=[CH:15][C:16]([N+:19]([O-:21])=[O:20])=[CH:17][CH:18]=2)[OH:12])=[CH:4][C:3]=1[N+:23]([O-:25])=[O:24]. (2) Given the reactants [CH3:1][C:2]1[CH:3]=[CH:4][C:5](C2C=CC=C(N)C=2N)=[N:6][CH:7]=1.[S:16]([NH2:20])([NH2:19])(=[O:18])=[O:17].COCCO[CH2:26][CH2:27]OC, predict the reaction product. The product is: [CH3:1][C:2]1[CH:3]=[CH:4][C:5]([N:19]2[C:1]3[CH:2]=[CH:3][CH:4]=[CH:26][C:27]=3[NH:20][S:16]2(=[O:18])=[O:17])=[N:6][CH:7]=1. (3) Given the reactants [Cl:1][C:2]1[CH:27]=[CH:26][C:5]([CH2:6][N:7]2[C:15]3[C:10](=[CH:11][C:12]([CH:16]=[C:17]4[S:21][C:20](SCC)=[N:19][C:18]4=[O:25])=[CH:13][CH:14]=3)[CH:9]=[N:8]2)=[C:4]([C:28]([F:31])([F:30])[F:29])[CH:3]=1.[CH3:32][CH:33]1[CH2:38][NH:37][CH2:36][CH:35]([CH3:39])[N:34]1[C:40](=[O:44])[CH2:41][O:42][CH3:43], predict the reaction product. The product is: [Cl:1][C:2]1[CH:27]=[CH:26][C:5]([CH2:6][N:7]2[C:15]3[C:10](=[CH:11][C:12]([CH:16]=[C:17]4[S:21][C:20]([N:37]5[CH2:38][C@H:33]([CH3:32])[N:34]([C:40](=[O:44])[CH2:41][O:42][CH3:43])[C@H:35]([CH3:39])[CH2:36]5)=[N:19][C:18]4=[O:25])=[CH:13][CH:14]=3)[CH:9]=[N:8]2)=[C:4]([C:28]([F:31])([F:30])[F:29])[CH:3]=1. (4) Given the reactants C[O:2][C@:3]1([CH2:12][OH:13])[O:7][C@H:6]([CH2:8][OH:9])[C@@H:5]([OH:10])[C@@H:4]1[OH:11], predict the reaction product. The product is: [O:9]=[CH:8][C@H:6]([C@H:5]([C@@H:4]([C@@H:3]([CH2:12][OH:13])[OH:2])[OH:11])[OH:10])[OH:7]. (5) Given the reactants [C:1]([O:5][C:6]([NH:8][CH2:9][C:10]([OH:12])=O)=[O:7])([CH3:4])([CH3:3])[CH3:2].Cl.C(N=[C:17]=[N:18][C:19]([CH3:23])(C)[CH2:20][CH3:21])C.ON1C2C=CC=[CH:33][C:28]=2[N:27]=N1.[CH3:34][N:35]1[CH2:40][CH2:39][O:38][CH2:37][CH2:36]1.[CH3:41][N:42](C=O)C, predict the reaction product. The product is: [C:1]([O:5][C:6](=[O:7])[NH:8][CH2:9][C:10](=[O:12])[NH:27][C:28]1[CH:33]=[CH:21][CH:20]=[C:19]2[C:23]=1[CH:41]=[N:42][N:18]2[CH2:17][CH2:34][N:35]1[CH2:40][CH2:39][O:38][CH2:37][CH2:36]1)([CH3:2])([CH3:3])[CH3:4]. (6) Given the reactants [OH:1][C:2]1[CH:11]=[CH:10][C:5]([C:6]([O:8][CH3:9])=[O:7])=[CH:4][C:3]=1[C:12]1[NH:13][CH:14]=[CH:15][N:16]=1.Br[CH2:18][CH2:19]Br, predict the reaction product. The product is: [N:16]1[CH:15]=[CH:14][N:13]2[C:12]=1[C:3]1[CH:4]=[C:5]([C:6]([O:8][CH3:9])=[O:7])[CH:10]=[CH:11][C:2]=1[O:1][CH2:19][CH2:18]2. (7) Given the reactants C([O:8][C:9]1[C:13]([CH2:14][CH2:15][CH2:16][O:17][C:18]2[CH:23]=[CH:22][C:21]([CH2:24][CH2:25][C:26]([O:28][CH3:29])=[O:27])=[C:20]([O:30][CH2:31][CH3:32])[CH:19]=2)=[CH:12][N:11]([C:33]2[CH:38]=[CH:37][C:36]([C:39]([F:42])([F:41])[F:40])=[CH:35][N:34]=2)[N:10]=1)C1C=CC=CC=1, predict the reaction product. The product is: [CH2:31]([O:30][C:20]1[CH:19]=[C:18]([O:17][CH2:16][CH2:15][CH2:14][C:13]2[C:9]([OH:8])=[N:10][N:11]([C:33]3[CH:38]=[CH:37][C:36]([C:39]([F:41])([F:42])[F:40])=[CH:35][N:34]=3)[CH:12]=2)[CH:23]=[CH:22][C:21]=1[CH2:24][CH2:25][C:26]([O:28][CH3:29])=[O:27])[CH3:32].